Predict the reactants needed to synthesize the given product. From a dataset of Full USPTO retrosynthesis dataset with 1.9M reactions from patents (1976-2016). (1) Given the product [C:23]([NH:27][C:20]([C:11]1[CH:10]=[C:9]([C:6]2[CH:7]=[N:8][C:3]([O:2][CH3:1])=[CH:4][CH:5]=2)[N:13]([C:14]2[CH:15]=[N:16][CH:17]=[CH:18][CH:19]=2)[N:12]=1)=[O:22])([CH3:26])([CH3:25])[CH3:24], predict the reactants needed to synthesize it. The reactants are: [CH3:1][O:2][C:3]1[N:8]=[CH:7][C:6]([C:9]2[N:13]([C:14]3[CH:15]=[N:16][CH:17]=[CH:18][CH:19]=3)[N:12]=[C:11]([C:20]([OH:22])=O)[CH:10]=2)=[CH:5][CH:4]=1.[C:23]([NH2:27])([CH3:26])([CH3:25])[CH3:24]. (2) Given the product [F:39][C:2]([F:38])([F:1])[C:3]1[CH:4]=[C:5]([CH:31]=[C:32]([C:34]([F:37])([F:36])[F:35])[CH:33]=1)[CH2:6][N:7]([CH2:14][C:15]1[C:20]([N:21]([CH2:24][CH:25]2[CH2:29][CH2:28][CH2:27][CH2:26]2)[CH2:22][CH3:23])=[N:19][CH:18]=[C:17]([O:30][CH2:41][CH3:42])[CH:16]=1)[C:8]1[N:9]=[N:10][N:11]([CH3:13])[N:12]=1, predict the reactants needed to synthesize it. The reactants are: [F:1][C:2]([F:39])([F:38])[C:3]1[CH:4]=[C:5]([CH:31]=[C:32]([C:34]([F:37])([F:36])[F:35])[CH:33]=1)[CH2:6][N:7]([CH2:14][C:15]1[CH:16]=[C:17]([OH:30])[CH:18]=[N:19][C:20]=1[N:21]([CH2:24][CH:25]1[CH2:29][CH2:28][CH2:27][CH2:26]1)[CH2:22][CH3:23])[C:8]1[N:9]=[N:10][N:11]([CH3:13])[N:12]=1.O.[CH3:41][C:42](C)=O. (3) Given the product [C:12]([C:15]1[C:23]2[C:18](=[CH:19][CH:20]=[C:21]([C:2]#[N:1])[CH:22]=2)[N:17]([CH2:29][C:30]([OH:32])=[O:31])[CH:16]=1)(=[O:14])[CH3:13], predict the reactants needed to synthesize it. The reactants are: [NH:1]1C2C(=CC(C#N)=CC=2)C=[CH:2]1.[C:12]([C:15]1[C:23]2[C:18](=[CH:19][CH:20]=[C:21](OC(F)(F)F)[CH:22]=2)[N:17]([CH2:29][C:30]([OH:32])=[O:31])[CH:16]=1)(=[O:14])[CH3:13]. (4) Given the product [CH3:1][C@H:2]1[O:7][C@@H:6]2[O:8][C@H:9]3[C@H:14]([OH:15])[C@@H:13]([OH:16])[C@@H:12]([O:17][C@H:18]4[C@H:23]([OH:24])[C@@H:22]([OH:25])[C@@H:21]([O:26][C@H:27]5[C@H:32]([OH:33])[C@@H:31]([OH:34])[C@@H:30]([O:35][C@H:36]6[C@H:41]([OH:42])[C@@H:40]([OH:43])[C@@H:39]([O:44][C@H:45]7[C@H:50]([OH:51])[C@@H:49]([OH:52])[C@@H:48]([O:53][C@H:54]8[C@H:60]([OH:61])[C@@H:59]([OH:62])[C@@H:57]([O:58][C@H:3]1[C@H:4]([OH:84])[C@H:5]2[OH:83])[O:56][C@@H:55]8[CH2:63][O:64][CH2:65][CH2:66][CH2:67][CH2:68][S:69]([O-:72])(=[O:71])=[O:70])[O:47][C@@H:46]7[CH2:73][OH:74])[O:38][C@@H:37]6[CH2:75][OH:76])[O:29][C@@H:28]5[CH2:77][OH:78])[O:20][C@@H:19]4[CH2:79][OH:80])[O:11][C@@H:10]3[CH2:81][OH:82].[Na+:85].[CH2:89]([OH:90])[CH3:88].[CH3:117][C@H:118]1[O:123][C@@H:122]2[O:124][C@H:125]3[C@H:130]([OH:131])[C@@H:129]([OH:132])[C@@H:128]([O:133][C@H:134]4[C@H:139]([OH:140])[C@@H:138]([OH:141])[C@@H:137]([O:142][C@H:143]5[C@H:148]([OH:149])[C@@H:147]([OH:150])[C@@H:146]([O:151][C@H:152]6[C@H:157]([OH:158])[C@@H:156]([OH:159])[C@@H:155]([O:160][C@H:161]7[C@H:166]([OH:167])[C@@H:165]([OH:168])[C@@H:164]([O:169][C@H:170]8[C@H:176]([OH:177])[C@@H:175]([OH:178])[C@@H:173]([O:174][C@H:119]1[C@H:120]([OH:200])[C@H:121]2[OH:199])[O:172][C@@H:171]8[CH2:179][O:180][CH2:181][CH2:182][CH2:183][CH2:184][S:185]([O-:188])(=[O:187])=[O:186])[O:163][C@@H:162]7[CH2:189][OH:190])[O:154][C@@H:153]6[CH2:191][OH:192])[O:145][C@@H:144]5[CH2:193][OH:194])[O:136][C@@H:135]4[CH2:195][OH:196])[O:127][C@@H:126]3[CH2:197][OH:198].[Na+:85].[CH2:202]([OH:204])[CH3:203].[CH3:86][CH2:87][CH2:88][CH:89]1[O:109][C@:108]2([C:110]([CH2:112][OH:113])=[O:111])[C@@H:91]([CH2:92][C@@H:93]3[C@:107]2([CH3:114])[CH2:106][C@H:105]([OH:115])[C@H:104]2[C@H:94]3[CH2:95][CH2:96][C:97]3[C@:103]2([CH3:116])[CH:102]=[CH:101][C:99](=[O:100])[CH:98]=3)[O:90]1, predict the reactants needed to synthesize it. The reactants are: [CH3:1][C@H:2]1[O:7][C@@H:6]2[O:8][C@H:9]3[C@H:14]([OH:15])[C@@H:13]([OH:16])[C@@H:12]([O:17][C@H:18]4[C@H:23]([OH:24])[C@@H:22]([OH:25])[C@@H:21]([O:26][C@H:27]5[C@H:32]([OH:33])[C@@H:31]([OH:34])[C@@H:30]([O:35][C@H:36]6[C@H:41]([OH:42])[C@@H:40]([OH:43])[C@@H:39]([O:44][C@H:45]7[C@H:50]([OH:51])[C@@H:49]([OH:52])[C@@H:48]([O:53][C@H:54]8[C@H:60]([OH:61])[C@@H:59]([OH:62])[C@@H:57]([O:58][C@H:3]1[C@H:4]([OH:84])[C@H:5]2[OH:83])[O:56][C@@H:55]8[CH2:63][O:64][CH2:65][CH2:66][CH2:67][CH2:68][S:69]([O-:72])(=[O:71])=[O:70])[O:47][C@@H:46]7[CH2:73][OH:74])[O:38][C@@H:37]6[CH2:75][OH:76])[O:29][C@@H:28]5[CH2:77][OH:78])[O:20][C@@H:19]4[CH2:79][OH:80])[O:11][C@@H:10]3[CH2:81][OH:82].[Na+:85].[CH3:86][CH2:87][CH2:88][CH:89]1[O:109][C@:108]2([C:110]([CH2:112][OH:113])=[O:111])[C@@H:91]([CH2:92][C@@H:93]3[C@:107]2([CH3:114])[CH2:106][C@H:105]([OH:115])[C@H:104]2[C@H:94]3[CH2:95][CH2:96][C:97]3[C@:103]2([CH3:116])[CH:102]=[CH:101][C:99](=[O:100])[CH:98]=3)[O:90]1.[CH3:117][C@H:118]1[O:123][C@@H:122]2[O:124][C@H:125]3[C@H:130]([OH:131])[C@@H:129]([OH:132])[C@@H:128]([O:133][C@H:134]4[C@H:139]([OH:140])[C@@H:138]([OH:141])[C@@H:137]([O:142][C@H:143]5[C@H:148]([OH:149])[C@@H:147]([OH:150])[C@@H:146]([O:151][C@H:152]6[C@H:157]([OH:158])[C@@H:156]([OH:159])[C@@H:155]([O:160][C@H:161]7[C@H:166]([OH:167])[C@@H:165]([OH:168])[C@@H:164]([O:169][C@H:170]8[C@H:176]([OH:177])[C@@H:175]([OH:178])[C@@H:173]([O:174][C@H:119]1[C@H:120]([OH:200])[C@H:121]2[OH:199])[O:172][C@@H:171]8[CH2:179][O:180][CH2:181][CH2:182][CH2:183][CH2:184][S:185]([O-:188])(=[O:187])=[O:186])[O:163][C@@H:162]7[CH2:189][OH:190])[O:154][C@@H:153]6[CH2:191][OH:192])[O:145][C@@H:144]5[CH2:193][OH:194])[O:136][C@@H:135]4[CH2:195][OH:196])[O:127][C@@H:126]3[CH2:197][OH:198].[Na+].[CH2:202]([OH:204])[CH3:203]. (5) The reactants are: [NH2:1][C:2]1([C:7]2[CH:12]=[C:11]([Br:13])[CH:10]=[CH:9][C:8]=2[F:14])[CH2:4][CH:3]1[CH2:5][OH:6].ClCCl.[Cl:18][CH2:19][C:20](Cl)=[O:21]. Given the product [Br:13][C:11]1[CH:10]=[CH:9][C:8]([F:14])=[C:7]([C:2]2([NH:1][C:20](=[O:21])[CH2:19][Cl:18])[CH2:4][CH:3]2[CH2:5][OH:6])[CH:12]=1, predict the reactants needed to synthesize it. (6) Given the product [OH:24][C:16]1[CH:17]=[CH:18][C:19]([N+:21]([O-:23])=[O:22])=[CH:20][C:15]=1[NH:14][CH:1]=[O:3], predict the reactants needed to synthesize it. The reactants are: [C:1](OC(=O)C)(=[O:3])C.N1C=CC=CC=1.[NH2:14][C:15]1[CH:20]=[C:19]([N+:21]([O-:23])=[O:22])[CH:18]=[CH:17][C:16]=1[OH:24]. (7) Given the product [C:34]1([C:21]2([CH2:20][O:19][CH2:18][C:16]3[CH:17]=[C:9]([C:6]4[CH:5]=[CH:4][C:3]([C:1]#[N:2])=[CH:8][CH:7]=4)[CH:10]=[C:11]4[C:15]=3[NH:14][N:13]=[CH:12]4)[CH2:26][CH2:25][NH:24][CH2:23][CH2:22]2)[CH:35]=[CH:36][CH:37]=[CH:38][CH:39]=1, predict the reactants needed to synthesize it. The reactants are: [C:1]([C:3]1[CH:8]=[CH:7][C:6]([C:9]2[CH:17]=[C:16]([CH2:18][O:19][CH2:20][C:21]3([C:34]4[CH:39]=[CH:38][CH:37]=[CH:36][CH:35]=4)[CH2:26][CH2:25][N:24](C(OC(C)(C)C)=O)[CH2:23][CH2:22]3)[C:15]3[C:11](=[CH:12][N:13](COCC[Si](C)(C)C)[N:14]=3)[CH:10]=2)=[CH:5][CH:4]=1)#[N:2].